From a dataset of Full USPTO retrosynthesis dataset with 1.9M reactions from patents (1976-2016). Predict the reactants needed to synthesize the given product. (1) Given the product [N+:25]([C:22]1[CH:21]=[CH:20][C:19]([S:16]([NH:15][CH:12]2[CH2:13][CH2:14][NH:9][CH2:10][CH2:11]2)(=[O:17])=[O:18])=[CH:24][CH:23]=1)([O-:27])=[O:26], predict the reactants needed to synthesize it. The reactants are: Cl.C(OC([N:9]1[CH2:14][CH2:13][CH:12]([NH:15][S:16]([C:19]2[CH:24]=[CH:23][C:22]([N+:25]([O-:27])=[O:26])=[CH:21][CH:20]=2)(=[O:18])=[O:17])[CH2:11][CH2:10]1)=O)(C)(C)C. (2) The reactants are: C1(NC(N)=S)C=CC=CC=1.[Cl:11][C:12]1[CH:17]=[CH:16][C:15]([NH:18][C:19]([NH:21][C:22]2[CH:27]=[CH:26][CH:25]=[CH:24][C:23]=2[C:28]([F:31])([F:30])[F:29])=[S:20])=[C:14]([OH:32])[C:13]=1[S:33]([N:36]([CH3:38])[CH3:37])(=[O:35])=[O:34].[Si:39](Cl)([C:42]([CH3:45])([CH3:44])[CH3:43])([CH3:41])[CH3:40].N1C=CN=C1. Given the product [F:31][C:28]([F:29])([F:30])[C:23]1[CH:24]=[CH:25][CH:26]=[CH:27][C:22]=1[NH:21][C:19]([NH:18][C:15]1[CH:16]=[CH:17][C:12]([Cl:11])=[C:13]([S:33]([N:36]([CH3:38])[CH3:37])(=[O:35])=[O:34])[C:14]=1[O:32][Si:39]([C:42]([CH3:45])([CH3:44])[CH3:43])([CH3:41])[CH3:40])=[S:20], predict the reactants needed to synthesize it. (3) Given the product [Br:1][C:2]1[CH:3]=[CH:4][C:5]([CH:6]2[CH2:7][C:12](=[O:13])[NH:26][C:25]3[N:21]([CH2:19][CH3:20])[N:22]=[C:23]([C:27]4[CH:32]=[CH:31][CH:30]=[CH:29][N:28]=4)[C:24]2=3)=[C:17]([CH3:33])[CH:18]=1, predict the reactants needed to synthesize it. The reactants are: [Br:1][C:2]1[CH:18]=[CH:17][C:5]([CH:6]=[C:7]2[C:12](=[O:13])OC(C)(C)OC2=O)=[CH:4][CH:3]=1.[CH2:19]([N:21]1[C:25]([NH2:26])=[CH:24][C:23]([C:27]2[CH:32]=[CH:31][CH:30]=[CH:29][N:28]=2)=[N:22]1)[CH3:20].[CH3:33]N(C=O)C. (4) The reactants are: [NH2:1][C:2]1[CH:10]=[CH:9][C:8]([CH3:11])=[CH:7][C:3]=1[C:4]([OH:6])=[O:5].[Cl:12][C:13]1[CH:14]=[C:15]([CH:19]=[CH:20][CH:21]=1)[C:16](Cl)=[O:17].[CH3:22][O-].[Na+]. Given the product [Cl:12][C:13]1[CH:14]=[C:15]([CH:19]=[CH:20][CH:21]=1)[C:16]([NH:1][C:2]1[CH:10]=[CH:9][C:8]([CH3:11])=[CH:7][C:3]=1[C:4]([O:6][CH3:22])=[O:5])=[O:17], predict the reactants needed to synthesize it. (5) Given the product [ClH:1].[Cl:1][C:2]1[CH:3]=[C:4]([C:8]([C:10]2[CH:11]=[N:12][C:13]3[C:18]([CH:19]=2)=[CH:17][CH:16]=[CH:15][C:14]=3[N:20]2[CH2:25][CH2:24][NH:23][CH2:22][CH2:21]2)=[O:9])[CH:5]=[CH:6][CH:7]=1, predict the reactants needed to synthesize it. The reactants are: [Cl:1][C:2]1[CH:3]=[C:4]([C:8]([C:10]2[CH:11]=[N:12][C:13]3[C:18]([CH:19]=2)=[CH:17][CH:16]=[CH:15][C:14]=3[N:20]2[CH2:25][CH2:24][N:23](C(OC(C)(C)C)=O)[CH2:22][CH2:21]2)=[O:9])[CH:5]=[CH:6][CH:7]=1.Cl.